Dataset: Reaction yield outcomes from USPTO patents with 853,638 reactions. Task: Predict the reaction yield, written as a fraction of the theoretical maximum amount of product (1.0 means a 100% yield; for example, 0.34 means a 34% yield). (1) The reactants are [C:1]([NH:9][C:10]([NH:12][C:13]1[C:18]([O:19][CH3:20])=[CH:17][N:16]=[C:15]([C:21]2[CH:26]=[CH:25][CH:24]=[CH:23][CH:22]=2)[C:14]=1I)=[S:11])(=[O:8])[C:2]1[CH:7]=[CH:6][CH:5]=[CH:4][CH:3]=1.N1C2C(=CC=C3C=2N=CC=C3)C=CC=1.C(=O)([O-])[O-].[Cs+].[Cs+]. The catalyst is C1(C)C=CC=CC=1.O1CCCC1.[Cu]I. The product is [CH3:20][O:19][C:18]1[C:13]2[N:12]=[C:10]([NH:9][C:1](=[O:8])[C:2]3[CH:7]=[CH:6][CH:5]=[CH:4][CH:3]=3)[S:11][C:14]=2[C:15]([C:21]2[CH:26]=[CH:25][CH:24]=[CH:23][CH:22]=2)=[N:16][CH:17]=1. The yield is 0.810. (2) The reactants are I[C:2]1[CH:7]=[CH:6][N:5]=[CH:4][CH:3]=1.[Li]CCCC.CCCCCC.[F:19][C:20]1[CH:25]=[CH:24][C:23]([C:26]2[S:30][C:29]([C:31](=[O:34])[CH2:32][CH3:33])=[N:28][N:27]=2)=[CH:22][CH:21]=1. The catalyst is C1COCC1. The product is [F:19][C:20]1[CH:21]=[CH:22][C:23]([C:26]2[S:30][C:29]([C:31]([C:2]3[CH:7]=[CH:6][N:5]=[CH:4][CH:3]=3)([OH:34])[CH2:32][CH3:33])=[N:28][N:27]=2)=[CH:24][CH:25]=1. The yield is 0.170.